Dataset: Forward reaction prediction with 1.9M reactions from USPTO patents (1976-2016). Task: Predict the product of the given reaction. (1) Given the reactants CC1N=C(C2C=CC([CH:13]3[O:19][CH2:18][CH2:17][N:16]([C:20]4[N:25]([CH3:26])[C:24](=[O:27])[CH:23]=[C:22]([C:28]5[CH:33]=[CH:32][N:31]=[CH:30][N:29]=5)[N:21]=4)[CH2:15][CH2:14]3)=CC=2)ON=1.Cl.[O:35]1[CH:39]=[N:38][C:37]([C:40]2[CH:45]=[CH:44][C:43](C3COCCNC3)=[CH:42][CH:41]=2)=[N:36]1, predict the reaction product. The product is: [CH3:26][N:25]1[C:24](=[O:27])[CH:23]=[C:22]([C:28]2[CH:33]=[CH:32][N:31]=[CH:30][N:29]=2)[N:21]=[C:20]1[N:16]1[CH2:15][CH:14]([C:43]2[CH:42]=[CH:41][C:40]([C:37]3[N:38]=[CH:39][O:35][N:36]=3)=[CH:45][CH:44]=2)[CH2:13][O:19][CH2:18][CH2:17]1. (2) Given the reactants O[C:2]1[CH:11]=[CH:10][C:9]2[C:8](=[O:12])[NH:7][CH2:6][CH2:5][C:4]=2[N:3]=1.P(Cl)(Cl)([Cl:15])=O, predict the reaction product. The product is: [Cl:15][C:2]1[CH:11]=[CH:10][C:9]2[C:8](=[O:12])[NH:7][CH2:6][CH2:5][C:4]=2[N:3]=1. (3) Given the reactants Cl[S:2]([C:5]1[CH:6]=[C:7]([CH:13]=[CH:14][CH:15]=1)[C:8]([O:10][CH2:11][CH3:12])=[O:9])(=[O:4])=[O:3].[F:16][C:17]1[CH:23]=[CH:22][CH:21]=[CH:20][C:18]=1[NH2:19], predict the reaction product. The product is: [F:16][C:17]1[CH:23]=[CH:22][CH:21]=[CH:20][C:18]=1[NH:19][S:2]([C:5]1[CH:6]=[C:7]([CH:13]=[CH:14][CH:15]=1)[C:8]([O:10][CH2:11][CH3:12])=[O:9])(=[O:4])=[O:3]. (4) The product is: [Br:25][C:26]1[CH:27]=[CH:28][C:29]([C:30]([NH:44][CH2:43][CH2:42][C:41]([O:40][C:36]([CH3:39])([CH3:38])[CH3:37])=[O:45])=[O:32])=[CH:33][CH:34]=1. Given the reactants CN(C(ON1N=NC2C=CC=NC1=2)=[N+](C)C)C.F[P-](F)(F)(F)(F)F.[Br:25][C:26]1[CH:34]=[CH:33][C:29]([C:30]([OH:32])=O)=[CH:28][CH:27]=1.Cl.[C:36]([O:40][C:41](=[O:45])[CH2:42][CH2:43][NH2:44])([CH3:39])([CH3:38])[CH3:37], predict the reaction product.